Dataset: Forward reaction prediction with 1.9M reactions from USPTO patents (1976-2016). Task: Predict the product of the given reaction. (1) Given the reactants C([Li])CCC.Br[C:7]1[CH:8]=[C:9]([C:16]([F:19])([F:18])[F:17])[C:10]([O:13][CH2:14][CH3:15])=[N:11][CH:12]=1.[B:20]([O-])([O-:22])[O-:21], predict the reaction product. The product is: [CH2:14]([O:13][C:10]1[C:9]([C:16]([F:19])([F:18])[F:17])=[CH:8][C:7]([B:20]([OH:22])[OH:21])=[CH:12][N:11]=1)[CH3:15]. (2) The product is: [Cl:1][C:2]1[N:7]=[C:6]([Cl:8])[CH:5]=[C:4]([C:14]2[CH:15]=[CH:16][C:11]([F:10])=[CH:12][CH:13]=2)[N:3]=1. Given the reactants [Cl:1][C:2]1[N:7]=[C:6]([Cl:8])[CH:5]=[C:4](Cl)[N:3]=1.[F:10][C:11]1[CH:16]=[CH:15][C:14](B(O)O)=[CH:13][CH:12]=1, predict the reaction product. (3) Given the reactants [CH3:1][C:2]1([C:5]2[O:9][N:8]=[C:7]([NH2:10])[CH:6]=2)[CH2:4][CH2:3]1.C(C1C=C(N[C:20](=[O:28])[O:21][C:22]2[CH:27]=[CH:26][CH:25]=[CH:24][CH:23]=2)ON=1)(C)C, predict the reaction product. The product is: [CH3:1][C:2]1([C:5]2[O:9][N:8]=[C:7]([NH:10][C:20](=[O:28])[O:21][C:22]3[CH:27]=[CH:26][CH:25]=[CH:24][CH:23]=3)[CH:6]=2)[CH2:4][CH2:3]1. (4) Given the reactants [Cl:1][C:2]1[CH:10]=[C:9]2[C:5]([CH:6]=[C:7]([CH2:11][N:12]3[CH2:17][CH2:16][CH:15]([C:18]([O:20]CC)=[O:19])[CH2:14][CH2:13]3)[NH:8]2)=[CH:4][C:3]=1[C:23]1[CH:28]=[CH:27][C:26]([C:29]2[CH:34]=[CH:33][C:32]([S:35]([CH3:38])(=[O:37])=[O:36])=[CH:31][CH:30]=2)=[CH:25][CH:24]=1.[OH-].[Na+].O.Cl, predict the reaction product. The product is: [Cl:1][C:2]1[CH:10]=[C:9]2[C:5]([CH:6]=[C:7]([CH2:11][N:12]3[CH2:17][CH2:16][CH:15]([C:18]([OH:20])=[O:19])[CH2:14][CH2:13]3)[NH:8]2)=[CH:4][C:3]=1[C:23]1[CH:24]=[CH:25][C:26]([C:29]2[CH:30]=[CH:31][C:32]([S:35]([CH3:38])(=[O:36])=[O:37])=[CH:33][CH:34]=2)=[CH:27][CH:28]=1. (5) Given the reactants [C:1]([OH:9])(=[O:8])[C:2]1[CH:7]=[CH:6][CH:5]=[N:4][CH:3]=1.C(=O)(O)[O-].[Na+].S([O-])([O-])(=O)=O.C([N+](CCCC)(CCCC)CCCC)CCC.C([N+](CCCC)(CCCC)CCCC)CCC.[Cl:54][CH2:55]S(Cl)(=O)=O, predict the reaction product. The product is: [N:4]1[CH:5]=[CH:6][CH:7]=[C:2]([C:1]([O:9][CH2:55][Cl:54])=[O:8])[CH:3]=1. (6) The product is: [CH3:1][O:2][C:3]([C@@H:5]([N:13]1[CH2:21][C:17]2[CH:18]=[CH:19][S:20][C:16]=2[CH2:15][CH2:14]1)[C:6]1[CH:7]=[CH:8][CH:9]=[CH:10][C:11]=1[Cl:12])=[O:4].[C@:22]12([CH2:32][S:33]([O-:36])(=[O:34])=[O:35])[C:29]([CH3:31])([CH3:30])[CH:26]([CH2:27][CH2:28]1)[CH2:25][C:23]2=[O:24]. Given the reactants [CH3:1][O:2][C:3]([C@@H:5]([N:13]1[CH2:21][C:17]2[CH:18]=[CH:19][S:20][C:16]=2[CH2:15][CH2:14]1)[C:6]1[CH:7]=[CH:8][CH:9]=[CH:10][C:11]=1[Cl:12])=[O:4].[C@:22]12([CH2:32][S:33]([OH:36])(=[O:35])=[O:34])[C:29]([CH3:31])([CH3:30])[CH:26]([CH2:27][CH2:28]1)[CH2:25][C:23]2=[O:24], predict the reaction product.